From a dataset of Catalyst prediction with 721,799 reactions and 888 catalyst types from USPTO. Predict which catalyst facilitates the given reaction. (1) Reactant: [C:1]1(=[O:11])[NH:5][C:4](=[O:6])[C:3]2=[CH:7][CH:8]=[CH:9][CH:10]=[C:2]12.C1C=CC(P(C2C=CC=CC=2)C2C=CC=CC=2)=CC=1.[N:31]1[CH:36]=[CH:35][CH:34]=[CH:33][C:32]=1[CH2:37][CH2:38][CH2:39]O.N(C(OCC)=O)=NC(OCC)=O. Product: [NH4+:5].[OH-:6].[N:31]1[CH:36]=[CH:35][CH:34]=[CH:33][C:32]=1[CH2:37][CH2:38][CH2:39][N:5]1[C:1](=[O:11])[C:2]2[C:3](=[CH:7][CH:8]=[CH:9][CH:10]=2)[C:4]1=[O:6]. The catalyst class is: 7. (2) Reactant: Cl.Cl.[NH2:3][CH2:4][CH2:5][N:6]1[C:14]2[C:13]([NH:15][C:16]3[CH:21]=[CH:20][C:19]([O:22][C:23]4[CH:28]=[CH:27][CH:26]=[C:25]([C:29]([F:32])([F:31])[F:30])[CH:24]=4)=[C:18]([Cl:33])[CH:17]=3)=[N:12][CH:11]=[N:10][C:9]=2[CH:8]=[CH:7]1.C(N(CC)CC)C.[CH3:41][S:42][CH2:43][CH2:44][C:45](Cl)=[O:46].O. The catalyst class is: 7. Product: [Cl:33][C:18]1[CH:17]=[C:16]([NH:15][C:13]2[C:14]3[N:6]([CH2:5][CH2:4][NH:3][C:45](=[O:46])[CH2:44][CH2:43][S:42][CH3:41])[CH:7]=[CH:8][C:9]=3[N:10]=[CH:11][N:12]=2)[CH:21]=[CH:20][C:19]=1[O:22][C:23]1[CH:28]=[CH:27][CH:26]=[C:25]([C:29]([F:32])([F:31])[F:30])[CH:24]=1. (3) Reactant: [N+:1]([C:4]1[CH:5]=[CH:6][C:7]([C:20]([OH:22])=O)=[N:8][C:9]=1[NH:10][CH2:11][CH2:12][CH2:13][N:14]1[CH2:19][CH2:18][CH2:17][CH2:16][CH2:15]1)([O-:3])=[O:2].C1C=CC2N(O)N=NC=2C=1.CCN=C=NCCCN(C)C.Cl.[CH2:45]([NH:49][CH2:50][CH2:51][CH2:52][CH3:53])[CH2:46][CH2:47][CH3:48]. Product: [CH2:45]([N:49]([CH2:50][CH2:51][CH2:52][CH3:53])[C:20](=[O:22])[C:7]1[CH:6]=[CH:5][C:4]([N+:1]([O-:3])=[O:2])=[C:9]([NH:10][CH2:11][CH2:12][CH2:13][N:14]2[CH2:15][CH2:16][CH2:17][CH2:18][CH2:19]2)[N:8]=1)[CH2:46][CH2:47][CH3:48]. The catalyst class is: 42. (4) Reactant: Cl.[CH2:2]1[CH:6]2[CH2:7][NH:8][CH2:9][CH:5]2[CH2:4][N:3]1[C:10]([O:12][C:13]([CH3:16])([CH3:15])[CH3:14])=[O:11].C1C=CC(P(C2C(C3C(P(C4C=CC=CC=4)C4C=CC=CC=4)=CC=C4C=3C=CC=C4)=C3C(C=CC=C3)=CC=2)C2C=CC=CC=2)=CC=1.CC(C)([O-])C.[Na+].Br[C:70]1[CH:75]=[CH:74][CH:73]=[CH:72][C:71]=1[C:76]([F:79])([F:78])[F:77]. Product: [F:77][C:76]([F:79])([F:78])[C:71]1[CH:72]=[CH:73][CH:74]=[CH:75][C:70]=1[N:8]1[CH2:7][CH:6]2[CH2:2][N:3]([C:10]([O:12][C:13]([CH3:16])([CH3:15])[CH3:14])=[O:11])[CH2:4][CH:5]2[CH2:9]1. The catalyst class is: 487. (5) Reactant: [F:1][C:2]1[CH:7]=[CH:6][C:5](I)=[CH:4][CH:3]=1.[O:9]=[C:10]1[CH:15]([C:16]([O:18][CH2:19][CH3:20])=[O:17])[CH2:14][CH2:13][CH2:12][NH:11]1.[C@@H]1(N)CCCC[C@H]1N.[O-]P([O-])([O-])=O.[K+].[K+].[K+]. Product: [F:1][C:2]1[CH:7]=[CH:6][C:5]([N:11]2[CH2:12][CH2:13][CH2:14][CH:15]([C:16]([O:18][CH2:19][CH3:20])=[O:17])[C:10]2=[O:9])=[CH:4][CH:3]=1. The catalyst class is: 321. (6) Reactant: C([O:3][C:4]([C:6]1[CH:11]=[C:10]([O:12][CH2:13][CH2:14][O:15][CH2:16][CH2:17][O:18][CH2:19][CH2:20][O:21][CH2:22][CH2:23][C:24]([O:26][C:27]([CH3:30])([CH3:29])[CH3:28])=[O:25])[CH:9]=[C:8]([C:31](OCC)=[O:32])[N:7]=1)=O)C.[BH4-].[Na+].[Cl-].[Ca+2].[Cl-].[H][H]. Product: [C:27]([O:26][C:24](=[O:25])[CH2:23][CH2:22][O:21][CH2:20][CH2:19][O:18][CH2:17][CH2:16][O:15][CH2:14][CH2:13][O:12][C:10]1[CH:11]=[C:6]([CH2:4][OH:3])[N:7]=[C:8]([CH2:31][OH:32])[CH:9]=1)([CH3:30])([CH3:28])[CH3:29]. The catalyst class is: 8.